This data is from Full USPTO retrosynthesis dataset with 1.9M reactions from patents (1976-2016). The task is: Predict the reactants needed to synthesize the given product. (1) Given the product [Cl:1][C:2]1[C:11]([CH:12]=[N:21][S@@:19]([C:16]([CH3:18])([CH3:17])[CH3:15])=[O:20])=[CH:10][C:9]2[C:4](=[CH:5][CH:6]=[C:7]([Cl:14])[CH:8]=2)[N:3]=1, predict the reactants needed to synthesize it. The reactants are: [Cl:1][C:2]1[C:11]([CH:12]=O)=[CH:10][C:9]2[C:4](=[CH:5][CH:6]=[C:7]([Cl:14])[CH:8]=2)[N:3]=1.[CH3:15][C:16]([S@:19]([NH2:21])=[O:20])([CH3:18])[CH3:17]. (2) Given the product [C:16]1([C:14]2[N:1]=[C:2]3[N:6]([CH:13]=2)[CH:5]=[C:4]([CH2:7][OH:9])[S:3]3)[CH:21]=[CH:20][CH:19]=[CH:18][CH:17]=1, predict the reactants needed to synthesize it. The reactants are: [NH2:1][C:2]1[S:3][C:4]([C:7]([O:9]CC)=O)=[CH:5][N:6]=1.Br[CH2:13][C:14]([C:16]1[CH:21]=[CH:20][CH:19]=[CH:18][CH:17]=1)=O.CC(C[AlH]CC(C)C)C.